Dataset: Reaction yield outcomes from USPTO patents with 853,638 reactions. Task: Predict the reaction yield, written as a fraction of the theoretical maximum amount of product (1.0 means a 100% yield; for example, 0.34 means a 34% yield). The reactants are [C:1]([C:3]1[CH:12]=[CH:11][C:10]2[C:5](=[C:6]3[CH:16]=[CH:15][CH:14]=[CH:13][C:7]3=[CH:8][CH:9]=2)[N:4]=1)#[N:2].[H][H]. The catalyst is [Pd].C(O)(=O)C. The product is [N:4]1[C:5]2[C:10](=[CH:9][CH:8]=[C:7]3[CH:13]=[CH:14][CH:15]=[CH:16][C:6]3=2)[CH:11]=[CH:12][C:3]=1[CH2:1][NH2:2]. The yield is 0.900.